The task is: Predict the reaction yield, written as a fraction of the theoretical maximum amount of product (1.0 means a 100% yield; for example, 0.34 means a 34% yield).. This data is from Reaction yield outcomes from USPTO patents with 853,638 reactions. (1) The catalyst is C1COCC1.C([O-])(O)=O.[Na+]. The product is [CH3:29][C:20]1[C:19]([C:17]([NH:16][CH2:15][C:14]2[CH:13]=[CH:12][C:11]([CH:8]3[CH2:9][CH2:10][C:5](=[O:4])[CH2:6][CH2:7]3)=[CH:31][CH:30]=2)=[O:18])=[CH:28][C:27]2[C:22](=[N:23][CH:24]=[CH:25][CH:26]=2)[N:21]=1. The reactants are O1[C:5]2([CH2:10][CH2:9][CH:8]([C:11]3[CH:31]=[CH:30][C:14]([CH2:15][NH:16][C:17]([C:19]4[C:20]([CH3:29])=[N:21][C:22]5[C:27]([CH:28]=4)=[CH:26][CH:25]=[CH:24][N:23]=5)=[O:18])=[CH:13][CH:12]=3)[CH2:7][CH2:6]2)[O:4]CC1.Cl. The yield is 0.880. (2) The reactants are [NH2:1][C:2]1[N:7]=[C:6]([OH:8])[CH:5]=[C:4]([NH2:9])[N:3]=1.C(O)(=O)C.[N:14]([O-])=[O:15].[Na+]. The catalyst is O. The product is [NH2:1][C:2]1[N:7]=[C:6]([OH:8])[C:5]([N:14]=[O:15])=[C:4]([NH2:9])[N:3]=1. The yield is 0.970. (3) The reactants are Br/[CH:2]=[C:3]1/[C:4]2[CH:18]=[CH:17][C:16]([F:19])=[CH:15][C:5]=2[O:6][CH2:7][C:8]2[CH:13]=[C:12]([F:14])[CH:11]=[CH:10][C:9]/1=2.[B:20]1([B:20]2[O:24][C:23]([CH3:26])([CH3:25])[C:22]([CH3:28])([CH3:27])[O:21]2)[O:24][C:23]([CH3:26])([CH3:25])[C:22]([CH3:28])([CH3:27])[O:21]1.C([O-])(=O)C.[K+].C1(P(C2CCCCC2)C2CCCCC2)CCCCC1. The catalyst is O1CCOCC1.CO.C1C=CC(/C=C/C(/C=C/C2C=CC=CC=2)=O)=CC=1.C1C=CC(/C=C/C(/C=C/C2C=CC=CC=2)=O)=CC=1.C1C=CC(/C=C/C(/C=C/C2C=CC=CC=2)=O)=CC=1.[Pd].[Pd]. The product is [F:19][C:16]1[CH:17]=[CH:18][C:4]2=[C:5]([CH:15]=1)[O:6][CH2:7][C:8]1[CH:13]=[C:12]([F:14])[CH:11]=[CH:10][C:9]=1/[C:3]/2=[CH:2]\[B:20]1[O:24][C:23]([CH3:26])([CH3:25])[C:22]([CH3:28])([CH3:27])[O:21]1. The yield is 0.730.